From a dataset of Reaction yield outcomes from USPTO patents with 853,638 reactions. Predict the reaction yield, written as a fraction of the theoretical maximum amount of product (1.0 means a 100% yield; for example, 0.34 means a 34% yield). (1) The reactants are [Br:1][C:2]1[CH:3]=[C:4]([C:9](Cl)=[O:10])[C:5]([Cl:8])=[N:6][CH:7]=1.[NH2:12][C:13]1[C:14]([NH:20][CH2:21][CH3:22])=[N:15][C:16]([Cl:19])=[CH:17][CH:18]=1.C([O-])(O)=O.[Na+].O. The catalyst is CC#N. The product is [Br:1][C:2]1[CH:3]=[C:4]([C:9]([NH:12][C:13]2[C:14]([NH:20][CH2:21][CH3:22])=[N:15][C:16]([Cl:19])=[CH:17][CH:18]=2)=[O:10])[C:5]([Cl:8])=[N:6][CH:7]=1. The yield is 0.750. (2) The reactants are [CH3:1][C:2]1[C:7](/[CH:8]=[C:9](/[N+:11]([O-:13])=[O:12])\[CH3:10])=[CH:6][CH:5]=[CH:4][C:3]=1[NH:14][C:15](=[O:24])[O:16][CH2:17][C:18]1[CH:23]=[CH:22][CH:21]=[CH:20][CH:19]=1.[CH3:25][O:26][CH2:27][CH2:28][O:29][C:30]1[CH:38]=[C:37]2[C:33]([CH:34]=[CH:35][NH:36]2)=[CH:32][CH:31]=1. The catalyst is C1COCC1. The product is [CH3:25][O:26][CH2:27][CH2:28][O:29][C:30]1[CH:38]=[C:37]2[C:33]([C:34]([CH:8]([C:7]3[C:2]([CH3:1])=[C:3]([NH:14][C:15](=[O:24])[O:16][CH2:17][C:18]4[CH:23]=[CH:22][CH:21]=[CH:20][CH:19]=4)[CH:4]=[CH:5][CH:6]=3)[CH:9]([N+:11]([O-:13])=[O:12])[CH3:10])=[CH:35][NH:36]2)=[CH:32][CH:31]=1. The yield is 0.504. (3) The reactants are [NH2:1][C:2]1[CH:7]=[CH:6][N:5]=[CH:4][C:3]=1[Br:8].CCN(C(C)C)C(C)C.[CH3:18][C:19]([O:22][C:23](O[C:23]([O:22][C:19]([CH3:21])([CH3:20])[CH3:18])=[O:24])=[O:24])([CH3:21])[CH3:20]. The catalyst is C1COCC1. The product is [Br:8][C:3]1[CH:4]=[N:5][CH:6]=[CH:7][C:2]=1[NH:1][C:23](=[O:24])[O:22][C:19]([CH3:21])([CH3:20])[CH3:18]. The yield is 0.700. (4) The reactants are C([O:8][C:9]1[C:14]([F:15])=[CH:13][C:12]([C:16]2[N:21]=[C:20]([NH:22][CH2:23][C:24]3[CH:29]=[C:28]([O:30]C)[CH:27]=[CH:26][C:25]=3[N:32]([CH3:37])[S:33]([CH3:36])(=[O:35])=[O:34])[C:19]3[C:38]([C:47]([NH:49]C(C)(C)C)=[O:48])=[N:39][N:40](C4CCCCO4)[C:18]=3[CH:17]=2)=[C:11]([CH2:54][C:55]([F:58])([F:57])[F:56])[CH:10]=1)C1C=CC=CC=1.B(Br)(Br)Br. The catalyst is C(O)(C(F)(F)F)=O. The product is [F:15][C:14]1[C:9]([OH:8])=[CH:10][C:11]([CH2:54][C:55]([F:57])([F:58])[F:56])=[C:12]([C:16]2[N:21]=[C:20]([NH:22][CH2:23][C:24]3[CH:29]=[C:28]([OH:30])[CH:27]=[CH:26][C:25]=3[N:32]([CH3:37])[S:33]([CH3:36])(=[O:35])=[O:34])[C:19]3[C:38]([C:47]([NH2:49])=[O:48])=[N:39][NH:40][C:18]=3[CH:17]=2)[CH:13]=1. The yield is 0.510. (5) The reactants are [CH:1]1([CH:7]([NH:21][C:22]2[CH:30]=[CH:29][C:25]([C:26](O)=[O:27])=[CH:24][CH:23]=2)[C:8]2[CH:12]=[C:11]([CH:13]3[CH2:18][CH2:17][S:16][CH2:15][CH2:14]3)[S:10][C:9]=2[CH2:19][CH3:20])[CH2:6][CH2:5][CH2:4][CH2:3][CH2:2]1.[CH3:31][NH:32][CH2:33][CH2:34][C:35]([O:37]CC)=[O:36].O.ON1C2C=CC=CC=2N=N1.Cl.C(N=C=NCCCN(C)C)C.Cl.[OH-].[Na+]. The catalyst is CN(C)C=O.C(O)C.O1CCCC1.C(N(CC)CC)C. The product is [CH:1]1([CH:7]([NH:21][C:22]2[CH:23]=[CH:24][C:25]([C:26]([N:32]([CH3:31])[CH2:33][CH2:34][C:35]([OH:37])=[O:36])=[O:27])=[CH:29][CH:30]=2)[C:8]2[CH:12]=[C:11]([CH:13]3[CH2:14][CH2:15][S:16][CH2:17][CH2:18]3)[S:10][C:9]=2[CH2:19][CH3:20])[CH2:6][CH2:5][CH2:4][CH2:3][CH2:2]1. The yield is 0.770. (6) The reactants are S([N:11]=[N+:12]=[N-])(C1C=CC(C)=CC=1)(=O)=O.[CH3:14][O:15][C:16]1[CH:21]=[CH:20][C:19]([CH2:22][C:23](=[O:30])[CH2:24][C:25]([O:27][CH2:28][CH3:29])=[O:26])=[CH:18][CH:17]=1.C(N(CC)CC)C. The catalyst is ClCCl. The product is [N+:11](=[C:24]([C:23](=[O:30])[CH2:22][C:19]1[CH:18]=[CH:17][C:16]([O:15][CH3:14])=[CH:21][CH:20]=1)[C:25]([O:27][CH2:28][CH3:29])=[O:26])=[N-:12]. The yield is 0.650. (7) The reactants are [F:1][C:2]1[C:30]([F:31])=[CH:29][CH:28]=[CH:27][C:3]=1[CH2:4][N:5]1[C:10](=[O:11])[CH:9]=[CH:8][C:7]([C:12]2[C:20]3[C:15](=[CH:16][CH:17]=[C:18]([F:21])[CH:19]=3)[N:14]([CH2:22][C:23](O)=[O:24])[C:13]=2[CH3:26])=[CH:6]1. The catalyst is C1COCC1. The product is [F:1][C:2]1[C:30]([F:31])=[CH:29][CH:28]=[CH:27][C:3]=1[CH2:4][N:5]1[CH:6]=[C:7]([C:12]2[C:20]3[C:15](=[CH:16][CH:17]=[C:18]([F:21])[CH:19]=3)[N:14]([CH2:22][CH2:23][OH:24])[C:13]=2[CH3:26])[CH:8]=[CH:9][C:10]1=[O:11]. The yield is 0.520.